Task: Predict which catalyst facilitates the given reaction.. Dataset: Catalyst prediction with 721,799 reactions and 888 catalyst types from USPTO (1) Reactant: Br[C:2]1[CH:3]=[C:4]([NH:8][S:9]([C:12]2[CH:17]=[CH:16][CH:15]=[CH:14][CH:13]=2)(=[O:11])=[O:10])[CH:5]=[N:6][CH:7]=1.[C:18]1([S:24]([N:27]2[C:35]3[CH:34]=[C:33]([Sn](C)(C)C)[CH:32]=[C:31]([NH2:40])[C:30]=3[CH:29]=[N:28]2)(=[O:26])=[O:25])[CH:23]=[CH:22][CH:21]=[CH:20][CH:19]=1. Product: [NH2:40][C:31]1[CH:32]=[C:33]([C:2]2[CH:3]=[C:4]([NH:8][S:9]([C:12]3[CH:17]=[CH:16][CH:15]=[CH:14][CH:13]=3)(=[O:11])=[O:10])[CH:5]=[N:6][CH:7]=2)[CH:34]=[C:35]2[C:30]=1[CH:29]=[N:28][N:27]2[S:24]([C:18]1[CH:19]=[CH:20][CH:21]=[CH:22][CH:23]=1)(=[O:26])=[O:25]. The catalyst class is: 3. (2) Reactant: [F:1][C:2]1([F:18])[CH2:7][CH2:6][CH2:5][C@H:4]([NH:8][C@@H:9]([C:11]2[CH:16]=[CH:15][CH:14]=[CH:13][CH:12]=2)[CH3:10])[C@H:3]1[OH:17].C(N(CC)CC)C.[CH3:26][S:27](Cl)(=[O:29])=[O:28]. Product: [CH3:26][S:27]([O:17][C@H:3]1[C@H:4]([NH:8][C@@H:9]([C:11]2[CH:12]=[CH:13][CH:14]=[CH:15][CH:16]=2)[CH3:10])[CH2:5][CH2:6][CH2:7][C:2]1([F:18])[F:1])(=[O:29])=[O:28]. The catalyst class is: 1. (3) Product: [N:1]1([C:7]2[C:8]3[N:22]=[N:21][N:20]([CH2:23][CH2:24][N:25]4[CH2:26][CH2:27][N:28]([C:45](=[O:46])[CH2:44][C:38]5[CH:43]=[CH:42][CH:41]=[CH:40][CH:39]=5)[CH2:29][CH2:30]4)[C:9]=3[N:10]=[C:11]([C:13]3[CH:14]=[C:15]([OH:19])[CH:16]=[CH:17][CH:18]=3)[N:12]=2)[CH2:2][CH2:3][O:4][CH2:5][CH2:6]1. Reactant: [N:1]1([C:7]2[C:8]3[N:22]=[N:21][N:20]([CH2:23][CH2:24][N:25]4[CH2:30][CH2:29][NH:28][CH2:27][CH2:26]4)[C:9]=3[N:10]=[C:11]([C:13]3[CH:14]=[C:15]([OH:19])[CH:16]=[CH:17][CH:18]=3)[N:12]=2)[CH2:6][CH2:5][O:4][CH2:3][CH2:2]1.CCN(CC)CC.[C:38]1([CH2:44][C:45](Cl)=[O:46])[CH:43]=[CH:42][CH:41]=[CH:40][CH:39]=1. The catalyst class is: 1. (4) Reactant: Br[C:2]1[N:6]=[CH:5][N:4]([C:7]2[CH:12]=[CH:11][C:10]([C:13]([F:16])([F:15])[F:14])=[CH:9][CH:8]=2)[N:3]=1.CC1(C)C(C)(C)OB([C:25]2[CH:42]=[CH:41][C:28]([CH2:29][NH:30][C:31](=[O:40])[O:32][CH2:33][C:34]3[CH:39]=[CH:38][CH:37]=[CH:36][CH:35]=3)=[CH:27][CH:26]=2)O1.F[B-](F)(F)F.C([PH+](C(C)(C)C)C(C)(C)C)(C)(C)C.[F-].[Cs+]. Product: [F:14][C:13]([F:16])([F:15])[C:10]1[CH:11]=[CH:12][C:7]([N:4]2[CH:5]=[N:6][C:2]([C:25]3[CH:42]=[CH:41][C:28]([CH2:29][NH:30][C:31](=[O:40])[O:32][CH2:33][C:34]4[CH:35]=[CH:36][CH:37]=[CH:38][CH:39]=4)=[CH:27][CH:26]=3)=[N:3]2)=[CH:8][CH:9]=1. The catalyst class is: 167. (5) Reactant: [H-].[Na+].[CH3:3][C:4]1[N:8]([CH2:9][C:10]2([OH:18])[CH2:17][CH2:16][CH2:15][CH2:14][CH2:13][CH2:12][CH2:11]2)[N:7]=[CH:6][CH:5]=1.[CH:19]([S:21]([CH3:24])(=[O:23])=[O:22])=[CH2:20].[NH4+].[Cl-]. Product: [CH3:3][C:4]1[N:8]([CH2:9][C:10]2([O:18][CH2:20][CH2:19][S:21]([CH3:24])(=[O:23])=[O:22])[CH2:11][CH2:12][CH2:13][CH2:14][CH2:15][CH2:16][CH2:17]2)[N:7]=[CH:6][CH:5]=1. The catalyst class is: 7. (6) Reactant: [F:1][C:2]1[CH:3]=[C:4]([C@H:9]2[N:14]([CH2:15][C:16](O)=[O:17])[C:13](=[O:19])[C:12]3([CH2:25][O:24][CH2:23][CH2:22][O:21][CH2:20]3)[N:11]([CH3:26])[CH2:10]2)[CH:5]=[C:6]([F:8])[CH:7]=1.[NH2:27][C:28]1[CH:29]=[C:30]2[C:43](=[CH:44][CH:45]=1)[CH2:42][C@:32]1([C:40]3[C:35](=[N:36][CH:37]=[CH:38][CH:39]=3)[NH:34][C:33]1=[O:41])[CH2:31]2.Cl.C(N=C=NCCCN(C)C)C.C1C=CC2N(O)N=NC=2C=1. Product: [F:1][C:2]1[CH:3]=[C:4]([C@H:9]2[N:14]([CH2:15][C:16]([NH:27][C:28]3[CH:29]=[C:30]4[C:43](=[CH:44][CH:45]=3)[CH2:42][C@:32]3([C:40]5[C:35](=[N:36][CH:37]=[CH:38][CH:39]=5)[NH:34][C:33]3=[O:41])[CH2:31]4)=[O:17])[C:13](=[O:19])[C:12]3([CH2:25][O:24][CH2:23][CH2:22][O:21][CH2:20]3)[N:11]([CH3:26])[CH2:10]2)[CH:5]=[C:6]([F:8])[CH:7]=1. The catalyst class is: 3. (7) Reactant: [NH2:1][CH2:2][C:3]([O:5]C(C)(C)C)=[O:4].[F:10][C:11]([F:57])([F:56])[C:12]1[CH:13]=[C:14]([CH:53]=[CH:54][CH:55]=1)[CH2:15][NH:16][C:17]([C:19]1[CH:24]=[CH:23][N:22]=[C:21]([C:25]2[CH:30]=[C:29]([N:31]3[CH2:36][CH2:35][CH2:34][CH2:33][CH2:32]3)[CH:28]=[CH:27][C:26]=2[NH:37][C:38]([C:40]2[CH:41]=[C:42]([CH:50]=[CH:51][CH:52]=2)[CH2:43][S:44][CH2:45][CH2:46][C:47](O)=[O:48])=[O:39])[CH:20]=1)=[O:18].O1CCN(CCNC(=O)CCSCC2C=C(C=CC=2)C(NC2C=CC(N3CCCCC3)=CC=2C2C=C(C=CN=2)C(NCC2C=CC=C(C(F)(F)F)C=2)=O)=O)CC1. Product: [N:31]1([C:29]2[CH:28]=[CH:27][C:26]([NH:37][C:38]([C:40]3[CH:41]=[C:42]([CH:50]=[CH:51][CH:52]=3)[CH2:43][S:44][CH2:45][CH2:46][C:47]([NH:1][CH2:2][C:3]([OH:5])=[O:4])=[O:48])=[O:39])=[C:25]([C:21]3[CH:20]=[C:19]([C:17](=[O:18])[NH:16][CH2:15][C:14]4[CH:53]=[CH:54][CH:55]=[C:12]([C:11]([F:57])([F:10])[F:56])[CH:13]=4)[CH:24]=[CH:23][N:22]=3)[CH:30]=2)[CH2:36][CH2:35][CH2:34][CH2:33][CH2:32]1. The catalyst class is: 620. (8) Reactant: C(OC(=O)O[C@H:6]1[CH2:10][C@@H:9]([N:11]2[CH:19]=[N:18][C:17]3[C:12]2=[N:13][C:14]([Cl:21])=[N:15][C:16]=3[Cl:20])[CH:8]=[CH:7]1)C.[NH:23]1[CH:27]=[C:26]([CH2:28][OH:29])[CH:25]=[N:24]1.C1(P(C2C=CC=CC=2)C2C=CC=CC=2)C=CC=CC=1. Product: [Cl:21][C:14]1[N:13]=[C:12]2[C:17]([N:18]=[CH:19][N:11]2[C@@H:9]2[CH2:10][C@H:6]([N:23]3[CH:27]=[C:26]([CH2:28][OH:29])[CH:25]=[N:24]3)[CH:7]=[CH:8]2)=[C:16]([Cl:20])[N:15]=1. The catalyst class is: 443. (9) Reactant: [CH2:1]([C:7]1[NH:8][C:9]2[C:14]([CH:15]=1)=[CH:13][CH:12]=[CH:11][CH:10]=2)[CH2:2][CH2:3][CH2:4][CH2:5][CH3:6].[OH-].[K+].I[CH3:19].[Cl-].[NH4+]. Product: [CH2:1]([C:7]1[N:8]([CH3:19])[C:9]2[C:14]([CH:15]=1)=[CH:13][CH:12]=[CH:11][CH:10]=2)[CH2:2][CH2:3][CH2:4][CH2:5][CH3:6]. The catalyst class is: 148.